Task: Predict the reaction yield, written as a fraction of the theoretical maximum amount of product (1.0 means a 100% yield; for example, 0.34 means a 34% yield).. Dataset: Reaction yield outcomes from USPTO patents with 853,638 reactions The reactants are [C:12]([O:11][C:9](O[C:9]([O:11][C:12]([CH3:15])([CH3:14])[CH3:13])=[O:10])=[O:10])([CH3:15])([CH3:14])[CH3:13].[NH2:16][CH2:17][CH:18]([OH:21])[CH2:19][CH3:20].C(N(CC)C(C)C)(C)C. The catalyst is C(Cl)Cl. The product is [OH:21][CH:18]([CH2:19][CH3:20])[CH2:17][NH:16][C:9](=[O:10])[O:11][C:12]([CH3:13])([CH3:14])[CH3:15]. The yield is 0.900.